Dataset: Forward reaction prediction with 1.9M reactions from USPTO patents (1976-2016). Task: Predict the product of the given reaction. (1) The product is: [CH3:20][NH:21][C:14]([C:12]1[N:13]=[C:8]([CH2:7][CH:1]2[CH2:2][CH2:3][CH2:4][CH2:5][CH2:6]2)[NH:9][C:10](=[O:19])[C:11]=1[OH:18])=[O:16]. Given the reactants [CH:1]1([CH2:7][C:8]2[NH:9][C:10](=[O:19])[C:11]([OH:18])=[C:12]([C:14]([O:16]C)=O)[N:13]=2)[CH2:6][CH2:5][CH2:4][CH2:3][CH2:2]1.[CH3:20][NH2:21], predict the reaction product. (2) Given the reactants [O:1]=[C:2]1[C:11]2[C:6](=[CH:7][C:8]([C:12]([O:14][CH3:15])=[O:13])=[CH:9][CH:10]=2)[O:5][CH2:4][CH2:3]1.[F:16][C:17]1[CH:24]=[CH:23][C:20]([CH:21]=O)=[CH:19][CH:18]=1.Cl.O1CCOCC1, predict the reaction product. The product is: [F:16][C:17]1[CH:24]=[CH:23][C:20]([CH:21]=[C:3]2[C:2](=[O:1])[C:11]3[C:6](=[CH:7][C:8]([C:12]([O:14][CH3:15])=[O:13])=[CH:9][CH:10]=3)[O:5][CH2:4]2)=[CH:19][CH:18]=1. (3) Given the reactants [CH3:1][C:2]1[CH:22]=[C:5]2[C:6]([C@@H:10]3[CH2:12][C@H:11]3[CH2:13][NH:14]C(=O)OC(C)(C)C)=[CH:7][CH:8]=[CH:9][N:4]2[N:3]=1.[ClH:23].CO, predict the reaction product. The product is: [ClH:23].[ClH:23].[CH3:1][C:2]1[CH:22]=[C:5]2[C:6]([C@@H:10]3[CH2:12][C@H:11]3[CH2:13][NH2:14])=[CH:7][CH:8]=[CH:9][N:4]2[N:3]=1.